This data is from Drug-target binding data from BindingDB using IC50 measurements. The task is: Regression. Given a target protein amino acid sequence and a drug SMILES string, predict the binding affinity score between them. We predict pIC50 (pIC50 = -log10(IC50 in M); higher means more potent). Dataset: bindingdb_ic50. (1) The small molecule is Cc1cccc2c(=O)[nH]c(CCC(=O)Nc3ccc(C(=O)Nc4cccc5cccnc45)cc3)nc12. The target protein (Q9Y6F1) has sequence MAPKPKPWVQTEGPEKKKGRQAGREEDPFRSTAEALKAIPAEKRIIRVDPTCPLSSNPGTQVYEDYNCTLNQTNIENNNNKFYIIQLLQDSNRFFTCWNRWGRVGEVGQSKINHFTRLEDAKKDFEKKFREKTKNNWAERDHFVSHPGKYTLIEVQAEDEAQEAVVKVDRGPVRTVTKRVQPCSLDPATQKLITNIFSKEMFKNTMALMDLDVKKMPLGKLSKQQIARGFEALEALEEALKGPTDGGQSLEELSSHFYTVIPHNFGHSQPPPINSPELLQAKKDMLLVLADIELAQALQAVSEQEKTVEEVPHPLDRDYQLLKCQLQLLDSGAPEYKVIQTYLEQTGSNHRCPTLQHIWKVNQEGEEDRFQAHSKLGNRKLLWHGTNMAVVAAILTSGLRIMPHSGGRVGKGIYFASENSKSAGYVIGMKCGAHHVGYMFLGEVALGREHHINTDNPSLKSPPPGFDSVIARGHTEPDPTQDTELELDGQQVVVPQGQPV.... The pIC50 is 4.3. (2) The compound is Cc1cc(-c2nc3cnc(N4CCOCC4)nc3n2[C@@H](C)c2ccccc2)cn(C)c1=O. The target protein sequence is NPPPPETSNPNKPKRQTNQLQYLLRVVLKTLWKHQFAWPFQQPVDAVKLNLPDYYKIIKTPMDMGTIKKRLENNYYWNAQECIQDFNTMFTNCYIYNKPGDDIVLMAEALEKLFLQKINELPTEE. The pIC50 is 7.8. (3) The drug is Cc1c(N2C(=O)C(C)(C)N(CCCOc3ccc(-c4ccncc4)c(Cl)c3)C2=S)ccc(C#N)c1C(F)(F)F. The target protein (P19091) has sequence MEVQLGLGRVYPRPPSKTYRGAFQNLFQSVREAIQNPGPRHPEAANIAPPGACLQQRQETSPRRRRRQQHTEDGSPQAHIRGPTGYLALEEEQQPSQQQAASEGHPESSCLPEPGAATAPGKGLPQQPPAPPDQDDSAAPSTLSLLGPTFPGLSSCSADIKDILNEAGTMQLLQQQQQQQQHQQQHQQHQQQQEVISEGSSARAREATGAPSSSKDSYLGGNSTISDSAKELCKAVSVSMGLGVEALEHLSPGEQLRGDCMYASLLGGPPAVRPTPCAPLPECKGLPLDEGPGKSTEETAEYSSFKGGYAKGLEGESLGCSGSSEAGSSGTLEIPSSLSLYKSGALDEAAAYQNRDYYNFPLALSGPPHPPPPTHPHARIKLENPLDYGSAWAAAAAQCRYGDLGSLHGGSVAGPSTGSPPATTSSSWHTLFTAEEGQLYGPGGGGGSSSPSDAGPVAPYGYTRPPQGLTSQESDYSASEVWYPGGVVNRVPYPSPNCVK.... The pIC50 is 7.8.